From a dataset of Full USPTO retrosynthesis dataset with 1.9M reactions from patents (1976-2016). Predict the reactants needed to synthesize the given product. (1) Given the product [CH2:24]([O:1][C:2]1[CH:3]=[CH:4][C:5]([C:6]([C:8]2[CH:13]=[CH:12][CH:11]=[CH:10][CH:9]=2)=[O:7])=[CH:14][CH:15]=1)[CH:23]=[CH2:22], predict the reactants needed to synthesize it. The reactants are: [OH:1][C:2]1[CH:15]=[CH:14][C:5]([C:6]([C:8]2[CH:13]=[CH:12][CH:11]=[CH:10][CH:9]=2)=[O:7])=[CH:4][CH:3]=1.C([O-])([O-])=O.[K+].[K+].[CH2:22](Br)[CH:23]=[CH2:24]. (2) Given the product [CH2:1]([O:8][C:9]([N:11]1[CH2:12][CH2:13][CH:14]([C:17]2[O:23][C:21]([CH3:22])=[N:20][N:19]=2)[CH2:15][CH2:16]1)=[O:10])[C:2]1[CH:3]=[CH:4][CH:5]=[CH:6][CH:7]=1, predict the reactants needed to synthesize it. The reactants are: [CH2:1]([O:8][C:9]([N:11]1[CH2:16][CH2:15][CH:14]([C:17]([NH:19][NH:20][C:21](=[O:23])[CH3:22])=O)[CH2:13][CH2:12]1)=[O:10])[C:2]1[CH:7]=[CH:6][CH:5]=[CH:4][CH:3]=1.O=P(Cl)(Cl)Cl.